This data is from Full USPTO retrosynthesis dataset with 1.9M reactions from patents (1976-2016). The task is: Predict the reactants needed to synthesize the given product. Given the product [NH2:9][C:3]1[C:4]([OH:8])=[N:5][CH:6]=[CH:7][C:2]=1[NH2:1], predict the reactants needed to synthesize it. The reactants are: [NH2:1][C:2]1[CH:7]=[CH:6][N:5]=[C:4]([OH:8])[C:3]=1[N+:9]([O-])=O.